From a dataset of Experimentally validated miRNA-target interactions with 360,000+ pairs, plus equal number of negative samples. Binary Classification. Given a miRNA mature sequence and a target amino acid sequence, predict their likelihood of interaction. (1) The miRNA is hsa-miR-148a-3p with sequence UCAGUGCACUACAGAACUUUGU. The protein sequence of the target gene is MAGASRLLFLWLGCFCVSLAQGERPKPPFPELRKAVPGDRTAGGGPDSELQPQDKVSEHMLRLYDRYSTVQAARTPGSLEGGSQPWRPRLLREGNTVRSFRAAAAETLERKGLYIFNLTSLTKSENILSATLYFCIGELGNISLSCPVSGGCSHHAQRKHIQIDLSAWTLKFSRNQSQLLGHLSVDMAKSHRDIMSWLSKDITQLLRKAKENEEFLIGFNITSKGRQLPKRRLPFPEPYILVYANDAAISEPESVVSSLQGHRNFPTGTVPKWDSHIRAALSIERRKKRSTGVLLPLQNN.... Result: 1 (interaction). (2) The miRNA is cel-miR-40-3p with sequence UCACCGGGUGUACAUCAGCUAA. The protein sequence of the target gene is MLLLWLLLLLLLLVPLLAILWQQRSRGARPCWLISLQHRVAWGMLGWAAAWQQWRLDRSTLNVGQSQQQALMWCLKKAQGSCCLPREDTDMRTFRNHLPLTQTSHTQEQESEETLPSPASPQYHGDASLQATLLGLITLNKAYPEALAPGSTACVTPTSPWPCSVPWLGHALGRVSPDGAKDPRTLLLEALISPGLRVLEARTAVELLDVFVGLEADGEELAEAIAAGILGTLLPKRAAELKEALEQGPRGLARRLWPKLQVVVTLDSGGQAEAVAALRVLWCQGLAFFSPAYAASGGVV.... Result: 0 (no interaction). (3) The miRNA is mmu-miR-3104-5p with sequence UAGGGGGCAGGAGCCGGAGCCCUCU. The protein sequence of the target gene is MENYNQTSTDFILLGLFPQSRIGLFVFTLIFLIFLMALIGNLSMILLIFLDIHLHTPMYFLLSQLSLIDLNYISTIVPKMVYDFLYGNKSISFTGCGIQSFFFLTLAVAEGLLLTSMAYDRYVAICFPLHYPIRISKRVCVMMITGSWMISSINSCAHTVYALCIPYCKSRAINHFFCDVPAMLTLACTDTWVYESTVFLSSTIFLVLPFTGIACSYGRVLLAVYRMHSAEGRKKAYSTCSTHLTVVSFYYAPFAYTYVRPRSLRSPTEDKILAVFYTILTPMLNPIIYSLRNKEVMGAL.... Result: 0 (no interaction). (4) The miRNA is hsa-miR-4781-3p with sequence AAUGUUGGAAUCCUCGCUAGAG. The protein sequence of the target gene is MAQTLQMEIPNFGNSILECLNEQRLQGLYCDVSVVVKGHAFKAHRAVLAASSSYFRDLFNSSRSAVVELPAAVQPQSFQQILTFCYTGRLSMNMGDQFLLIYTAGFLQIQEIMEKGTEFFLKVSSPSCDSQGLHPEEAPSSEPQSPVAQTLGWPACSTPLPLVSRVKTEQELDSVQCTPMAKRLWDSSQKEAGGSGGNNGSRKMAKFSTPDLALNRMPQPLSMATATAAVAVVAVGGCVSGPSMSERTSPGTSSAYTSDSPSSYHNEEDEEEDAGEEGTDEQYRQICNMYTMYSMLNVGQ.... Result: 0 (no interaction). (5) The miRNA is mmu-miR-681 with sequence CAGCCUCGCUGGCAGGCAGCU. The protein sequence of the target gene is MELCQPTSLSDHDQPASGPQRGVMGLVGPDAPRGWSEEPEEHAQLQRWPEGPNAPICWPEEVEEPHAPSRWAKEPNAPRCSSQEPDESCHLAEELEESDSPRCWPQEPDTPCHLAKELEEPDAPRCLPQEPDTPCYLAKELEEPNIPRCWPQEPDVPCHLAKELEEPDAPRCWPQEPDAFCHLLKEVEEPDALRCWLQGPDAPCHLAKELEDLDSPRCWPQEPDESCHLAKELEEPDAPCHLAKELEEPDAPRCWPQEPDVPCLLAKKWEESDAPCLLTEELEEPDALHCWPQESEAPCL.... Result: 0 (no interaction).